This data is from Full USPTO retrosynthesis dataset with 1.9M reactions from patents (1976-2016). The task is: Predict the reactants needed to synthesize the given product. (1) The reactants are: Br[C:2]1[N:6]=[CH:5][N:4]([C:7]2[CH:12]=[CH:11][C:10]([O:13][C:14]([F:20])([F:19])[C:15]([F:18])([F:17])[F:16])=[CH:9][CH:8]=2)[N:3]=1.CC1(C)C(C)(C)OB([C:29]2[CH:34]=[CH:33][C:32]([CH2:35][C:36]([O:38][CH3:39])=[O:37])=[CH:31][CH:30]=2)O1. Given the product [F:19][C:14]([F:20])([O:13][C:10]1[CH:11]=[CH:12][C:7]([N:4]2[CH:5]=[N:6][C:2]([C:29]3[CH:34]=[CH:33][C:32]([CH2:35][C:36]([O:38][CH3:39])=[O:37])=[CH:31][CH:30]=3)=[N:3]2)=[CH:8][CH:9]=1)[C:15]([F:18])([F:17])[F:16], predict the reactants needed to synthesize it. (2) Given the product [CH:1]1[C:13]2[CH:12]([CH2:14][O:15][C:16]([NH:18][C@@H:19]3[C:30](=[O:31])[O:29][C@H:28]([C:32]4[CH:37]=[CH:36][CH:35]=[CH:34][CH:33]=4)[C@H:27]([CH3:38])[N:26]([CH3:39])[C:25](=[O:40])[C@H:24]([CH2:41][C:42]([OH:44])=[O:43])[CH2:23][CH:22]=[CH:21][CH2:20]3)=[O:17])[C:11]3[C:6](=[CH:7][CH:8]=[CH:9][CH:10]=3)[C:5]=2[CH:4]=[CH:3][CH:2]=1, predict the reactants needed to synthesize it. The reactants are: [CH:1]1[C:13]2[CH:12]([CH2:14][O:15][C:16]([NH:18][C@@H:19]3[C:30](=[O:31])[O:29][C@H:28]([C:32]4[CH:37]=[CH:36][CH:35]=[CH:34][CH:33]=4)[C@H:27]([CH3:38])[N:26]([CH3:39])[C:25](=[O:40])[C@H:24]([CH2:41][C:42]([O:44]C(C)(C)C)=[O:43])[CH2:23][CH:22]=[CH:21][CH2:20]3)=[O:17])[C:11]3[C:6](=[CH:7][CH:8]=[CH:9][CH:10]=3)[C:5]=2[CH:4]=[CH:3][CH:2]=1.FC(F)(F)C(O)=O. (3) Given the product [C:27]([Si:14]([O:13][C:12]1[CH:11]=[CH:10][C:9]([O:8][CH2:1][CH:2]2[CH2:7][O:41]2)=[CH:32][CH:31]=1)([C:21]1[CH:22]=[CH:23][CH:24]=[CH:25][CH:26]=1)[C:15]1[CH:20]=[CH:19][CH:18]=[CH:17][CH:16]=1)([CH3:28])([CH3:30])[CH3:29], predict the reactants needed to synthesize it. The reactants are: [CH2:1]([O:8][C:9]1[CH:32]=[CH:31][C:12]([O:13][Si:14]([C:27]([CH3:30])([CH3:29])[CH3:28])([C:21]2[CH:26]=[CH:25][CH:24]=[CH:23][CH:22]=2)[C:15]2[CH:20]=[CH:19][CH:18]=[CH:17][CH:16]=2)=[CH:11][CH:10]=1)[C:2]1[CH:7]=CC=CC=1.C1CCCCC=1.C([OH:41])C. (4) Given the product [O:4]1[C:12]2[CH:11]=[CH:10][N:9]=[C:8]([N:13]3[CH2:18][CH2:17][N:16]([CH2:19][CH2:20][C@H:21]4[CH2:26][CH2:25][C@H:24]([NH:27][C:32](=[O:33])[CH2:31][CH:30]([O:29][CH3:28])[CH3:35])[CH2:23][CH2:22]4)[CH2:15][CH2:14]3)[C:7]=2[CH2:6][CH2:5]1, predict the reactants needed to synthesize it. The reactants are: Cl.Cl.Cl.[O:4]1[C:12]2[CH:11]=[CH:10][N:9]=[C:8]([N:13]3[CH2:18][CH2:17][N:16]([CH2:19][CH2:20][C@H:21]4[CH2:26][CH2:25][C@H:24]([NH2:27])[CH2:23][CH2:22]4)[CH2:15][CH2:14]3)[C:7]=2[CH2:6][CH2:5]1.[CH3:28][O:29][CH:30]([CH3:35])[CH2:31][C:32](O)=[O:33]. (5) The reactants are: Br[CH:2]1[C:6]2([C:14]3[C:9](=[CH:10][CH:11]=[CH:12][CH:13]=3)[NH:8][C:7]2=[O:15])[CH2:5][CH2:4][CH2:3]1.[H-].[Na+].C([Li])CCC.C([O:26][B:27](OC(C)C)[O:28]C(C)C)(C)C.Cl. Given the product [NH:8]1[C:9]2[C:14](=[CH:13][CH:12]=[CH:11][CH:10]=2)[C:6]2([CH:2]([B:27]([OH:28])[OH:26])[CH2:3][CH2:4][CH2:5]2)[C:7]1=[O:15], predict the reactants needed to synthesize it. (6) Given the product [CH2:1]([N:8]1[CH2:17][CH2:16][C:15]2[N:14]=[C:13]([CH:19]3[CH2:21][CH2:20]3)[CH:12]=[CH:11][C:10]=2[CH2:9]1)[C:2]1[CH:7]=[CH:6][CH:5]=[CH:4][CH:3]=1, predict the reactants needed to synthesize it. The reactants are: [CH2:1]([N:8]1[CH2:17][CH2:16][C:15]2[N:14]=[C:13](Cl)[CH:12]=[CH:11][C:10]=2[CH2:9]1)[C:2]1[CH:7]=[CH:6][CH:5]=[CH:4][CH:3]=1.[CH:19]1(B(O)O)[CH2:21][CH2:20]1.P([O-])([O-])([O-])=O.[K+].[K+].[K+].C1(P(C2CCCCC2)C2CCCCC2)CCCCC1.